From a dataset of Peptide-MHC class I binding affinity with 185,985 pairs from IEDB/IMGT. Regression. Given a peptide amino acid sequence and an MHC pseudo amino acid sequence, predict their binding affinity value. This is MHC class I binding data. (1) The peptide sequence is FFVNPKEAI. The MHC is H-2-Db with pseudo-sequence H-2-Db. The binding affinity (normalized) is 0.105. (2) The peptide sequence is FYPINDDFY. The MHC is HLA-A68:02 with pseudo-sequence HLA-A68:02. The binding affinity (normalized) is 0.0847. (3) The peptide sequence is SGIGTFLHY. The MHC is HLA-B15:01 with pseudo-sequence HLA-B15:01. The binding affinity (normalized) is 0.709. (4) The peptide sequence is KAGQYVTIW. The MHC is HLA-A68:02 with pseudo-sequence HLA-A68:02. The binding affinity (normalized) is 0.144. (5) The peptide sequence is TTFHQTLQD. The MHC is HLA-A31:01 with pseudo-sequence HLA-A31:01. The binding affinity (normalized) is 0.123.